Predict the product of the given reaction. From a dataset of Forward reaction prediction with 1.9M reactions from USPTO patents (1976-2016). (1) Given the reactants [F:1][C:2]([F:40])([F:39])[C:3]1[CH:4]=[C:5]([C@H:13]2[O:17][C:16](=[O:18])[N:15]([CH2:19][C:20]3[CH:25]=[C:24]([C:26]([F:29])([F:28])[F:27])[CH:23]=[CH:22][C:21]=3[C:30]3[CH:35]=[CH:34][C:33]([F:36])=[C:32](Cl)[CH:31]=3)[C@H:14]2[CH3:38])[CH:6]=[C:7]([C:9]([F:12])([F:11])[F:10])[CH:8]=1.[C:41](B(O)O)([CH3:43])=[CH2:42].C([O-])([O-])=O.[K+].[K+], predict the reaction product. The product is: [F:1][C:2]([F:40])([F:39])[C:3]1[CH:4]=[C:5]([C@H:13]2[O:17][C:16](=[O:18])[N:15]([CH2:19][C:20]3[CH:25]=[C:24]([C:26]([F:29])([F:28])[F:27])[CH:23]=[CH:22][C:21]=3[C:30]3[CH:35]=[CH:34][C:33]([F:36])=[C:32]([C:41]([CH3:43])=[CH2:42])[CH:31]=3)[C@H:14]2[CH3:38])[CH:6]=[C:7]([C:9]([F:12])([F:11])[F:10])[CH:8]=1. (2) Given the reactants N#N.[C:3]([C:5]1[N:10]=[C:9]([NH2:11])[N:8]=[C:7]([NH:12][C:13]2[CH:18]=[CH:17][C:16]([O:19][C:20]3[CH:25]=[CH:24][N:23]=[C:22]([C:26]([F:29])([F:28])[F:27])[CH:21]=3)=[CH:15][CH:14]=2)[CH:6]=1)#[CH:4].ClCl.[F:32][C:33]1[CH:38]=[CH:37][C:36](I)=[CH:35][CH:34]=1.C(N(CC)C(C)C)(C)C, predict the reaction product. The product is: [F:32][C:33]1[CH:38]=[CH:37][C:36]([C:4]#[C:3][C:5]2[N:10]=[C:9]([NH2:11])[N:8]=[C:7]([NH:12][C:13]3[CH:18]=[CH:17][C:16]([O:19][C:20]4[CH:25]=[CH:24][N:23]=[C:22]([C:26]([F:29])([F:28])[F:27])[CH:21]=4)=[CH:15][CH:14]=3)[CH:6]=2)=[CH:35][CH:34]=1. (3) Given the reactants Br[C-:2]1[CH:6]=[CH:5][CH:4]=[CH:3]1.[C:7]1([Si:13]([C:25]2[CH:30]=[CH:29][CH:28]=[CH:27][CH:26]=2)([C:19]2[CH:24]=[CH:23][CH:22]=[CH:21][CH:20]=2)[C-:14]2[CH:18]=[CH:17][CH:16]=[CH:15]2)[CH:12]=[CH:11][CH:10]=[CH:9][CH:8]=1.[Fe+2:31].C([Li])CCC.C(=O)=O.CC(C)=O.[CH3:44][N+:45]([CH3:47])=[CH2:46].[I-], predict the reaction product. The product is: [CH3:44][N:45]([CH2:47][C-:2]1[CH:6]=[CH:5][CH:4]=[CH:3]1)[CH3:46].[C:25]1([Si:13]([C:7]2[CH:8]=[CH:9][CH:10]=[CH:11][CH:12]=2)([C:19]2[CH:20]=[CH:21][CH:22]=[CH:23][CH:24]=2)[C-:14]2[CH:18]=[CH:17][CH:16]=[CH:15]2)[CH:26]=[CH:27][CH:28]=[CH:29][CH:30]=1.[Fe+2:31]. (4) The product is: [CH3:1][C:2]1[CH:7]=[C:6]([C:8]2[S:9][C:10]3[CH:18]=[CH:17][CH:16]=[CH:15][C:11]=3[C:12](=[O:14])[N:13]=2)[N:5]=[C:4]([CH2:19][CH2:20][C:21]([OH:23])=[O:22])[CH:3]=1. Given the reactants [CH3:1][C:2]1[CH:7]=[C:6]([C:8]2[S:9][C:10]3[CH:18]=[CH:17][CH:16]=[CH:15][C:11]=3[C:12](=[O:14])[N:13]=2)[N:5]=[C:4]([CH2:19][CH2:20][C:21]([O:23]C(C)(C)C)=[O:22])[CH:3]=1, predict the reaction product. (5) Given the reactants C(O[C:4]([C:6]1([CH2:12][CH2:13]OC)[CH2:11][CH2:10][NH:9][CH2:8][CH2:7]1)=[O:5])C.[F:16][C:17]([F:30])([F:29])[O:18][C:19]1[CH:24]=[CH:23][CH:22]=[CH:21][C:20]=1[S:25](Cl)(=[O:27])=[O:26].[CH3:31][O:32][CH2:33][CH2:34][CH2:35][O:36][C:37]1[CH:42]=[CH:41][C:40]([NH2:43])=[CH:39][CH:38]=1, predict the reaction product. The product is: [CH3:31][O:32][CH2:33][CH2:34][CH2:35][O:36][C:37]1[CH:38]=[CH:39][C:40]([N:43]2[CH2:13][CH2:12][C:6]3([CH2:7][CH2:8][N:9]([S:25]([C:20]4[CH:21]=[CH:22][CH:23]=[CH:24][C:19]=4[O:18][C:17]([F:30])([F:29])[F:16])(=[O:27])=[O:26])[CH2:10][CH2:11]3)[C:4]2=[O:5])=[CH:41][CH:42]=1. (6) Given the reactants N[CH:2]1[CH2:7][CH2:6][CH2:5][CH:4]([C:8]([OH:10])=[O:9])[CH2:3]1.[C:11](O[C:11]([O:13][C:14]([CH3:17])([CH3:16])[CH3:15])=[O:12])([O:13][C:14]([CH3:17])([CH3:16])[CH3:15])=[O:12].C(N(C(C)C)CC)(C)C.C1COCC1, predict the reaction product. The product is: [C:14]([O:13][C:11]([CH:2]1[CH2:7][CH2:6][CH2:5][CH:4]([C:8]([OH:10])=[O:9])[CH2:3]1)=[O:12])([CH3:17])([CH3:16])[CH3:15]. (7) Given the reactants C(OC([NH:8][C@H:9]([C:42]([N:44]([C:46]1[CH:51]=[CH:50][C:49]([O:52][CH3:53])=[CH:48][CH:47]=1)[CH3:45])=[O:43])[CH2:10][C:11]1[CH:12]=[C:13]([CH2:17][CH:18]=[CH:19][C:20]2[N:21](C(OC(C)(C)C)=O)[C:22]3[C:27]([C:28]=2[CH2:29][C:30]([O:32]CC)=[O:31])=[CH:26][CH:25]=[CH:24][CH:23]=3)[CH:14]=[CH:15][CH:16]=1)=O)(C)(C)C, predict the reaction product. The product is: [NH2:8][C@H:9]([C:42]([N:44]([C:46]1[CH:47]=[CH:48][C:49]([O:52][CH3:53])=[CH:50][CH:51]=1)[CH3:45])=[O:43])[CH2:10][C:11]1[CH:12]=[C:13]([CH2:17][CH2:18][CH2:19][C:20]2[NH:21][C:22]3[C:27]([C:28]=2[CH2:29][C:30]([OH:32])=[O:31])=[CH:26][CH:25]=[CH:24][CH:23]=3)[CH:14]=[CH:15][CH:16]=1. (8) Given the reactants [Cl:1][C:2]1[N:3]=[CH:4][N:5]([CH2:8][CH2:9][CH2:10][NH:11][C:12]([C:14]2[C:22]3[N:21]=[C:20]([C:23]4[CH:28]=[CH:27][C:26]([NH2:29])=[CH:25][C:24]=4[CH2:30][CH2:31][N:32]4[CH2:37][CH2:36][O:35][CH2:34][CH2:33]4)[NH:19][C:18]=3[C:17]([O:38]C)=[CH:16][CH:15]=2)=[O:13])[C:6]=1[Cl:7].B(Br)(Br)Br, predict the reaction product. The product is: [Cl:1][C:2]1[N:3]=[CH:4][N:5]([CH2:8][CH2:9][CH2:10][NH:11][C:12]([C:14]2[C:22]3[N:21]=[C:20]([C:23]4[CH:28]=[CH:27][C:26]([NH2:29])=[CH:25][C:24]=4[CH2:30][CH2:31][N:32]4[CH2:37][CH2:36][O:35][CH2:34][CH2:33]4)[NH:19][C:18]=3[C:17]([OH:38])=[CH:16][CH:15]=2)=[O:13])[C:6]=1[Cl:7].